The task is: Predict which catalyst facilitates the given reaction.. This data is from Catalyst prediction with 721,799 reactions and 888 catalyst types from USPTO. Reactant: [F:1][C:2]1[CH:3]=[CH:4][C:5]([NH:8][NH:9][C:10]([N:12]2[CH2:19][CH2:18][CH2:17][CH2:16][C:13]32[CH2:15][CH2:14]3)=O)=[N:6][CH:7]=1.C1(P(C2C=CC=CC=2)C2C=CC=CC=2)C=CC=CC=1.C(N(CC)CC)C.ClC(Cl)(Cl)C(Cl)(Cl)Cl. Product: [CH2:15]1[C:13]2([CH2:16][CH2:17][CH2:18][CH2:19][N:12]2[C:10]2[N:6]3[CH:7]=[C:2]([F:1])[CH:3]=[CH:4][C:5]3=[N:8][N:9]=2)[CH2:14]1. The catalyst class is: 12.